From a dataset of Experimentally validated miRNA-target interactions with 360,000+ pairs, plus equal number of negative samples. Binary Classification. Given a miRNA mature sequence and a target amino acid sequence, predict their likelihood of interaction. The miRNA is hsa-miR-33a-3p with sequence CAAUGUUUCCACAGUGCAUCAC. The protein sequence of the target gene is MAELDPFGAPAGAPGGPALGNGVAGAGEEDPAAAFLAQQESEIAGIENDEAFAILDGGAPGPQPHGEPPGGPDAVDGVMNGEYYQESNGPTDSYAAISQVDRLQSEPESIRKWREEQMERLEALDANSRKQEAEWKEKAIKELEEWYARQDEQLQKTKANNRVADEAFYKQPFADVIGYVTNINHPCYSLEQAAEEAFVNDIDESSPGTEWERVARLCDFNPKSSKQAKDVSRMRSVLISLKQAPLVH. Result: 1 (interaction).